Dataset: Full USPTO retrosynthesis dataset with 1.9M reactions from patents (1976-2016). Task: Predict the reactants needed to synthesize the given product. (1) Given the product [Br:11][C:12]1[C:13]([F:23])=[CH:14][C:15]([NH2:20])=[C:16]([O:18][CH3:19])[CH:17]=1, predict the reactants needed to synthesize it. The reactants are: C(OCC)(=O)C.C(O)(=O)C.[Br:11][C:12]1[C:13]([F:23])=[CH:14][C:15]([N+:20]([O-])=O)=[C:16]([O:18][CH3:19])[CH:17]=1. (2) Given the product [CH3:43][O:42][C:24]1[CH:25]=[C:26]([CH:29]2[CH2:34][CH2:33][NH:32][CH2:31][CH2:30]2)[CH:27]=[CH:28][C:23]=1[NH:22][C:14]1[N:13]=[C:12]([CH2:11][CH2:10][C:6]2[CH:5]=[C:4]([CH:9]=[CH:8][CH:7]=2)[C:1]([NH2:2])=[O:3])[C:17]([C:18]([F:19])([F:20])[F:21])=[CH:16][N:15]=1, predict the reactants needed to synthesize it. The reactants are: [C:1]([C:4]1[CH:5]=[C:6]([C:10]#[C:11][C:12]2[C:17]([C:18]([F:21])([F:20])[F:19])=[CH:16][N:15]=[C:14]([NH:22][C:23]3[CH:28]=[CH:27][C:26]([CH:29]4[CH2:34][CH2:33][N:32](C(OC(C)(C)C)=O)[CH2:31][CH2:30]4)=[CH:25][C:24]=3[O:42][CH3:43])[N:13]=2)[CH:7]=[CH:8][CH:9]=1)(=[O:3])[NH2:2]. (3) Given the product [O:1]1[CH2:6][CH2:5][CH2:4][CH2:3][CH:2]1[O:7][CH2:8][CH2:9][CH2:10][CH2:11][CH2:12][CH2:13][CH2:14][CH2:15]/[C:16](/[C:16](/[CH2:15][CH2:14][CH2:13][CH2:12][CH2:11][CH2:10][CH2:9][CH2:8][O:7][CH:2]1[CH2:3][CH2:4][CH2:5][CH2:6][O:1]1)=[CH:17]/[C:18]([O:20][CH3:21])=[O:19])=[CH:17]\[C:18]([O:20][CH3:21])=[O:19], predict the reactants needed to synthesize it. The reactants are: [O:1]1[CH2:6][CH2:5][CH2:4][CH2:3][CH:2]1[O:7][CH2:8][CH2:9][CH2:10][CH2:11][CH2:12][CH2:13][CH2:14][CH2:15]/[C:16](/[Sn](CCCC)(CCCC)CCCC)=[CH:17]\[C:18]([O:20][CH3:21])=[O:19]. (4) Given the product [C:19]1([CH:27]([OH:92])[CH:28]=[CH2:29])[CH:20]=[CH:21][CH:22]=[CH:23][CH:18]=1, predict the reactants needed to synthesize it. The reactants are: CC(C1C(OC)=C(C(C)(C)C)C=C(P(C2C=C(C(C)(C)C)C(OC)=C(C(C)(C)C)C=2)[C:18]2[CH:23]=[CH:22][C:21]3OCO[C:20]=3[C:19]=2[C:27]2C3OCOC=3C=[CH:29][C:28]=2P(C2C=C(C(C)(C)C)C(OC)=C(C(C)(C)C)C=2)C2C=C(C(C)(C)C)C(OC)=C(C(C)(C)C)C=2)C=1)(C)C.C(=[O:92])C1C=CC=CC=1.C([Si](OC)(OC)OC)=C.[F-].C([N+](CCCC)(CCCC)CCCC)CCC. (5) Given the product [OH:28][CH2:29][C@@H:30]1[CH2:32][C@H:31]1[C:2]1[N:6]2[C:7](=[O:20])[CH:8]=[C:9]([CH2:11][C:12]3[CH:13]=[C:14]([CH:17]=[CH:18][CH:19]=3)[C:15]#[N:16])[N:10]=[C:5]2[S:4][C:3]=1[CH3:21], predict the reactants needed to synthesize it. The reactants are: Br[C:2]1[N:6]2[C:7](=[O:20])[CH:8]=[C:9]([CH2:11][C:12]3[CH:13]=[C:14]([CH:17]=[CH:18][CH:19]=3)[C:15]#[N:16])[N:10]=[C:5]2[S:4][C:3]=1[CH3:21].C(=O)([O-])[O-].[Na+].[Na+].[OH:28][CH2:29][C@@H:30]1[CH2:32][C@H:31]1[B-](F)(F)F.[K+].